This data is from Retrosynthesis with 50K atom-mapped reactions and 10 reaction types from USPTO. The task is: Predict the reactants needed to synthesize the given product. (1) Given the product CN1CCN(C(=O)c2cccc(Nc3cncc(-c4ccc(O)cc4)n3)c2)CC1, predict the reactants needed to synthesize it. The reactants are: CN1CCNCC1.O=C(O)c1cccc(Nc2cncc(-c3ccc(O)cc3)n2)c1. (2) Given the product N#Cc1cccc(C=C2c3ccccc3CCc3ccccc32)c1, predict the reactants needed to synthesize it. The reactants are: Brc1cccc(C=C2c3ccccc3CCc3ccccc32)c1.N#C[Cu]. (3) Given the product CC(C)(C)OC(=O)NCc1cc2ncc(C(=O)O)n2cc1-c1ccc(Cl)cc1Cl, predict the reactants needed to synthesize it. The reactants are: CCOC(=O)c1cnc2cc(CNC(=O)OC(C)(C)C)c(-c3ccc(Cl)cc3Cl)cn12. (4) The reactants are: COC(=O)Cl.NCCc1ccccc1. Given the product COC(=O)NCCc1ccccc1, predict the reactants needed to synthesize it. (5) Given the product C[Si](C)(C)c1ccc(CN(CCc2ccc(Cl)c(Cl)c2)C(=O)c2c(F)c(Cl)cc3cc[nH]c23)cc1, predict the reactants needed to synthesize it. The reactants are: C[Si](C)(C)c1ccc(CNCCc2ccc(Cl)c(Cl)c2)cc1.O=C(O)c1c(F)c(Cl)cc2cc[nH]c12.